From a dataset of Reaction yield outcomes from USPTO patents with 853,638 reactions. Predict the reaction yield, written as a fraction of the theoretical maximum amount of product (1.0 means a 100% yield; for example, 0.34 means a 34% yield). (1) The reactants are [CH3:1][C:2]1[C:8]([CH3:9])=[CH:7][CH:6]=[CH:5][C:3]=1[NH2:4].CCN(CC)CC.[C:17](Cl)(=[O:19])[CH3:18].Cl. The catalyst is C(Cl)Cl. The product is [CH3:9][C:8]1[CH:7]=[CH:6][CH:5]=[C:3]([NH:4][C:17]([CH3:18])=[O:19])[C:2]=1[CH3:1]. The yield is 0.930. (2) The reactants are C(N(C(C)C)CC)(C)C.[Cl:10][C:11]1[CH:12]=[CH:13][C:14]2[N:19]=[C:18]([C:20]3[C:29]4[C:24](=[CH:25][CH:26]=[CH:27][CH:28]=4)[CH:23]=[CH:22][CH:21]=3)[O:17][C:16](=[O:30])[C:15]=2[CH:31]=1.[NH:32]1[CH2:37][CH2:36][CH2:35][CH2:34][CH:33]1[CH2:38][N:39]1[CH2:44][CH2:43][CH2:42][CH2:41][CH2:40]1. No catalyst specified. The product is [Cl:10][C:11]1[CH:12]=[CH:13][C:14]([NH:19][C:18]([C:20]2[C:29]3[C:24](=[CH:25][CH:26]=[CH:27][CH:28]=3)[CH:23]=[CH:22][CH:21]=2)=[O:17])=[C:15]([C:16]([N:32]2[CH2:37][CH2:36][CH2:35][CH2:34][CH:33]2[CH2:38][N:39]2[CH2:44][CH2:43][CH2:42][CH2:41][CH2:40]2)=[O:30])[CH:31]=1. The yield is 0.430.